From a dataset of Reaction yield outcomes from USPTO patents with 853,638 reactions. Predict the reaction yield, written as a fraction of the theoretical maximum amount of product (1.0 means a 100% yield; for example, 0.34 means a 34% yield). (1) The reactants are [CH2:1]([NH:13][C:14](=[O:33])[C:15]1[CH:20]=[C:19]([C:21]2[CH:26]=[CH:25][CH:24]=[C:23]([C:27]([F:30])([F:29])[F:28])[CH:22]=2)[C:18]([OH:31])=[C:17]([Br:32])[CH:16]=1)[CH2:2][CH2:3][CH2:4][CH2:5][CH2:6][CH2:7][CH2:8][CH2:9][CH2:10][CH2:11][CH3:12].C1COCC1.[OH-].[Na+].Cl[S:42]([C:45]1[CH:53]=[CH:52][C:48]([C:49]([OH:51])=[O:50])=[C:47]([OH:54])[CH:46]=1)(=[O:44])=[O:43]. The catalyst is C(O)C(N)(CO)CO. The product is [Br:32][C:17]1[C:18]([O:31][S:42]([C:45]2[CH:53]=[CH:52][C:48]([C:49]([OH:51])=[O:50])=[C:47]([OH:54])[CH:46]=2)(=[O:44])=[O:43])=[C:19]([C:21]2[CH:26]=[CH:25][CH:24]=[C:23]([C:27]([F:30])([F:29])[F:28])[CH:22]=2)[CH:20]=[C:15]([C:14](=[O:33])[NH:13][CH2:1][CH2:2][CH2:3][CH2:4][CH2:5][CH2:6][CH2:7][CH2:8][CH2:9][CH2:10][CH2:11][CH3:12])[CH:16]=1. The yield is 0.790. (2) The reactants are [CH2:1]([O:3][P:4]([CH2:9][CH2:10][C:11]([CH3:28])=[CH:12][CH2:13][C:14]1[C:15]([OH:27])=[C:16]2[C:20](=[C:21]([CH3:25])[C:22]=1[O:23][CH3:24])[CH2:19][O:18][C:17]2=[O:26])(=[O:8])[O:5]CC)[CH3:2].[Li+].[OH-].CO.Cl. The catalyst is [Cl-].[Na+].O.O. The product is [CH2:1]([O:3][P:4]([CH2:9][CH2:10][C:11]([CH3:28])=[CH:12][CH2:13][C:14]1[C:15]([OH:27])=[C:16]2[C:20](=[C:21]([CH3:25])[C:22]=1[O:23][CH3:24])[CH2:19][O:18][C:17]2=[O:26])(=[O:5])[OH:8])[CH3:2]. The yield is 0.280. (3) The reactants are [C:1]([NH:8][C:9]1[CH:10]=[C:11]2[C:15](=[CH:16][CH:17]=1)[NH:14][C:13]([CH3:18])=[CH:12]2)([O:3][C:4]([CH3:7])([CH3:6])[CH3:5])=[O:2].[CH2:19]([O:21]C1C=C2C(=CC=1)NC(C)=C2C=O)C. No catalyst specified. The product is [C:1]([NH:8][C:9]1[CH:10]=[C:11]2[C:15](=[CH:16][CH:17]=1)[NH:14][C:13]([CH3:18])=[C:12]2[CH:19]=[O:21])([O:3][C:4]([CH3:7])([CH3:6])[CH3:5])=[O:2]. The yield is 0.360. (4) The reactants are [CH:1]([C:3]1[NH:7][CH:6]=[C:5]([C:8]([O:10][CH2:11][CH3:12])=[O:9])[C:4]=1[CH3:13])=[O:2].[H-].[Na+].[CH2:16](Cl)[C:17]1[CH:24]=[CH:23][C:20]([O:21][CH3:22])=[CH:19][CH:18]=1.[NH4+].[Cl-]. The catalyst is CN(C=O)C. The product is [CH:1]([C:3]1[N:7]([CH2:16][C:17]2[CH:24]=[CH:23][C:20]([O:21][CH3:22])=[CH:19][CH:18]=2)[CH:6]=[C:5]([C:8]([O:10][CH2:11][CH3:12])=[O:9])[C:4]=1[CH3:13])=[O:2]. The yield is 0.880.